From a dataset of Peptide-MHC class I binding affinity with 185,985 pairs from IEDB/IMGT. Regression. Given a peptide amino acid sequence and an MHC pseudo amino acid sequence, predict their binding affinity value. This is MHC class I binding data. (1) The peptide sequence is MFLARAIVF. The MHC is HLA-A26:01 with pseudo-sequence HLA-A26:01. The binding affinity (normalized) is 0.0354. (2) The peptide sequence is RRAVRGEQL. The MHC is Mamu-B03 with pseudo-sequence Mamu-B03. The binding affinity (normalized) is 0.657.